From a dataset of Reaction yield outcomes from USPTO patents with 853,638 reactions. Predict the reaction yield, written as a fraction of the theoretical maximum amount of product (1.0 means a 100% yield; for example, 0.34 means a 34% yield). (1) The reactants are [OH-].[Na+].C[O:4][C:5](=[O:43])[C@@H:6]([O:14][C:15]1[CH:20]=[CH:19][C:18]([C:21]2[CH:26]=[CH:25][C:24]([C:27]3[C:31]4[CH:32]=[CH:33][CH:34]=[CH:35][C:30]=4[O:29][C:28]=3[CH2:36][C:37]3[CH:42]=[CH:41][CH:40]=[CH:39][CH:38]=3)=[CH:23][CH:22]=2)=[CH:17][CH:16]=1)[CH2:7][C:8]1[CH:13]=[CH:12][CH:11]=[CH:10][CH:9]=1.CO.Cl. The catalyst is O.O1CCCC1. The product is [CH2:36]([C:28]1[O:29][C:30]2[CH:35]=[CH:34][CH:33]=[CH:32][C:31]=2[C:27]=1[C:24]1[CH:23]=[CH:22][C:21]([C:18]2[CH:19]=[CH:20][C:15]([O:14][C@@H:6]([CH2:7][C:8]3[CH:9]=[CH:10][CH:11]=[CH:12][CH:13]=3)[C:5]([OH:43])=[O:4])=[CH:16][CH:17]=2)=[CH:26][CH:25]=1)[C:37]1[CH:38]=[CH:39][CH:40]=[CH:41][CH:42]=1. The yield is 0.950. (2) The reactants are [O:1]1[CH2:6][CH2:5][CH2:4][C@H:3]([CH2:7]/[CH:8]=[N:9]/[CH3:10])[CH2:2]1.C[Si](C)(C)[C:13]#[N:14].C(O)(C)C.[C:29](O[C:29]([O:31][C:32]([CH3:35])([CH3:34])[CH3:33])=[O:30])([O:31][C:32]([CH3:35])([CH3:34])[CH3:33])=[O:30]. The catalyst is CC(C)(C)C(OC1C=C(C(C)(C)C)C(O)=C(/C=N/[C@@H]2CCCC[C@H]2NC(N[C@H](C(N(C)C)=O)C(C)(C)C)=S)C=1)=O.C1(C)C=CC=CC=1. The product is [C:13]([C@@H:8]([N:9]([CH3:10])[C:29](=[O:30])[O:31][C:32]([CH3:33])([CH3:34])[CH3:35])[CH2:7][C@H:3]1[CH2:4][CH2:5][CH2:6][O:1][CH2:2]1)#[N:14]. The yield is 0.860. (3) The reactants are [C:1]([C:3]1[CH:14]=[CH:13][C:6]([C:7](N(OC)C)=[O:8])=[C:5]([F:15])[CH:4]=1)#[N:2].[CH3:16][Mg]Br.O1CCCC1.O.C(O)(=O)CC(CC(O)=O)(C(O)=O)O. The catalyst is O1CCCC1. The product is [C:7]([C:6]1[CH:13]=[CH:14][C:3]([C:1]#[N:2])=[CH:4][C:5]=1[F:15])(=[O:8])[CH3:16]. The yield is 0.640. (4) The reactants are [C:1]([NH:5][S:6]([C:9]1([CH3:12])[CH2:11][CH2:10]1)(=[O:8])=[O:7])([CH3:4])([CH3:3])[CH3:2].[CH2:13](Br)[CH:14]=C. No catalyst specified. The product is [C:1]([NH:5][S:6]([C:9]1([CH2:12][CH:13]=[CH2:14])[CH2:11][CH2:10]1)(=[O:8])=[O:7])([CH3:4])([CH3:2])[CH3:3]. The yield is 0.970. (5) The reactants are [CH:1]([C:3]1[CH:8]=[CH:7][C:6]([CH2:9][N:10]2[CH2:15][CH2:14][N:13]([C:16]3[C:21]([C:22]([O:24][CH:25]([CH3:27])[CH3:26])=[O:23])=[CH:20][CH:19]=[CH:18][N:17]=3)[CH2:12][CH2:11]2)=[CH:5][CH:4]=1)=O.CC(O)=O.[N:32]1([C:38]2[C:43]([C:44]([O:46][CH:47]([CH3:49])[CH3:48])=[O:45])=[CH:42][CH:41]=[CH:40][N:39]=2)[CH2:37][CH2:36][NH:35][CH2:34][CH2:33]1.C(O[BH-](OC(=O)C)OC(=O)C)(=O)C.[Na+]. The catalyst is CS(C)=O. The product is [C:6]1([CH2:9][N:10]2[CH2:11][CH2:12][N:13]([C:16]3[C:21]([C:22]([O:24][CH:25]([CH3:27])[CH3:26])=[O:23])=[CH:20][CH:19]=[CH:18][N:17]=3)[CH2:14][CH2:15]2)[CH:5]=[CH:4][C:3]([CH2:1][N:35]2[CH2:34][CH2:33][N:32]([C:38]3[C:43]([C:44]([O:46][CH:47]([CH3:49])[CH3:48])=[O:45])=[CH:42][CH:41]=[CH:40][N:39]=3)[CH2:37][CH2:36]2)=[CH:8][CH:7]=1. The yield is 0.299. (6) The product is [NH:6]1[CH:10]=[C:9]([C:11]2[C:12]3[CH:19]=[CH:18][N:17]([CH2:20][O:21][CH2:22][CH2:23][Si:24]([CH3:27])([CH3:26])[CH3:25])[C:13]=3[N:14]=[CH:15][N:16]=2)[CH:8]=[N:7]1. The reactants are C(OC([N:6]1[CH:10]=[C:9]([C:11]2[C:12]3[CH:19]=[CH:18][N:17]([CH2:20][O:21][CH2:22][CH2:23][Si:24]([CH3:27])([CH3:26])[CH3:25])[C:13]=3[N:14]=[CH:15][N:16]=2)[CH:8]=[N:7]1)C)C.O.Cl.[OH-].[Na+]. The yield is 0.821. The catalyst is O1CCCC1. (7) The reactants are [N+]([O-])(O)=O.OS(O)(=O)=O.[CH3:10][C:11]1C=C(C=CC=1)C(O)=O.CC1C([N+]([O-])=O)=C(C([N+]([O-])=O)=CC=1)C(O)=O.[CH3:36][C:37]1[C:38]([N+:49]([O-:51])=[O:50])=[CH:39][C:40]([N+:46]([O-:48])=[O:47])=[C:41]([CH:45]=1)[C:42]([OH:44])=[O:43].O=S(Cl)Cl. The catalyst is CCO. The product is [CH2:10]([O:43][C:42](=[O:44])[C:41]1[CH:45]=[C:37]([CH3:36])[C:38]([N+:49]([O-:51])=[O:50])=[CH:39][C:40]=1[N+:46]([O-:48])=[O:47])[CH3:11]. The yield is 0.200.